This data is from Forward reaction prediction with 1.9M reactions from USPTO patents (1976-2016). The task is: Predict the product of the given reaction. Given the reactants Cl[C:2]1[C:11]2[C:6](=[CH:7][CH:8]=[CH:9][CH:10]=2)[C:5]([N+:12]([O-:14])=[O:13])=[CH:4][N:3]=1.[NH:15]1[CH2:20][CH2:19][NH:18][CH2:17][CH2:16]1, predict the reaction product. The product is: [N+:12]([C:5]1[C:6]2[C:11](=[CH:10][CH:9]=[CH:8][CH:7]=2)[C:2]([N:15]2[CH2:20][CH2:19][NH:18][CH2:17][CH2:16]2)=[N:3][CH:4]=1)([O-:14])=[O:13].